This data is from Reaction yield outcomes from USPTO patents with 853,638 reactions. The task is: Predict the reaction yield, written as a fraction of the theoretical maximum amount of product (1.0 means a 100% yield; for example, 0.34 means a 34% yield). The reactants are [CH2:1]([C:5]1[NH:6][CH:7]=[CH:8][N:9]=1)[CH2:2][CH2:3][CH3:4].C[O-].[Na+].[Cl:13][C:14]1[CH:21]=[CH:20][CH:19]=[CH:18][C:15]=1[CH2:16]Br. The catalyst is CO. The product is [CH2:1]([C:5]1[N:6]([CH2:16][C:15]2[CH:18]=[CH:19][CH:20]=[CH:21][C:14]=2[Cl:13])[CH:7]=[CH:8][N:9]=1)[CH2:2][CH2:3][CH3:4]. The yield is 0.610.